Dataset: Full USPTO retrosynthesis dataset with 1.9M reactions from patents (1976-2016). Task: Predict the reactants needed to synthesize the given product. (1) Given the product [Br:8][C:9]1[C:10]([NH:23][C:20]([CH3:22])([CH3:21])[CH2:19][O:18][CH3:17])=[N:11][C:12]([Cl:15])=[N:13][CH:14]=1, predict the reactants needed to synthesize it. The reactants are: C(N(CC)CC)C.[Br:8][C:9]1[C:10](Cl)=[N:11][C:12]([Cl:15])=[N:13][CH:14]=1.[CH3:17][O:18][CH2:19][C:20]([NH2:23])([CH3:22])[CH3:21].N1C=CC=NC=1. (2) Given the product [CH2:1]([C:3]1([CH3:23])[CH:8]([CH3:9])[CH:7]([O:10][C:24](=[O:36])[CH2:25][CH2:26][CH2:27][CH2:28][CH2:29][CH2:30][CH2:31][CH2:32][CH2:33][CH2:34][CH3:35])[CH2:6][C:5]([CH2:12][CH3:13])([CH3:11])[N:4]1[O:14][CH:15]([C:17]1[CH:18]=[CH:19][CH:20]=[CH:21][CH:22]=1)[CH3:16])[CH3:2], predict the reactants needed to synthesize it. The reactants are: [CH2:1]([C:3]1([CH3:23])[CH:8]([CH3:9])[CH:7]([OH:10])[CH2:6][C:5]([CH2:12][CH3:13])([CH3:11])[N:4]1[O:14][CH:15]([C:17]1[CH:22]=[CH:21][CH:20]=[CH:19][CH:18]=1)[CH3:16])[CH3:2].[C:24](Cl)(=[O:36])[CH2:25][CH2:26][CH2:27][CH2:28][CH2:29][CH2:30][CH2:31][CH2:32][CH2:33][CH2:34][CH3:35].C(N(CC)CC)C. (3) Given the product [Cl:1][C:2]1[CH:7]=[C:6]([N+:8]([O-:10])=[O:9])[CH:5]=[CH:4][C:3]=1[NH:11][C:12]([NH:14][C:15]1[CH:20]=[CH:19][CH:18]=[CH:17][CH:16]=1)=[O:13], predict the reactants needed to synthesize it. The reactants are: [Cl:1][C:2]1[CH:7]=[C:6]([N+:8]([O-:10])=[O:9])[CH:5]=[CH:4][C:3]=1[N:11]=[C:12]=[O:13].[NH2:14][C:15]1[CH:20]=[CH:19][CH:18]=[CH:17][CH:16]=1. (4) Given the product [CH3:35][O:34][C:31]1[CH:30]=[CH:29][C:28]([CH2:27][C@H:9]([NH:8][C:45](=[O:46])[C@@H:44]([NH:43][C:41](=[O:42])[O:40][C:36]([CH3:38])([CH3:37])[CH3:39])[CH3:48])[C:10]([NH:12][C@@H:13]([CH2:20][C:21]2[CH:26]=[CH:25][CH:24]=[CH:23][CH:22]=2)[C:14]([C@@:16]2([CH3:19])[CH2:18][O:17]2)=[O:15])=[O:11])=[CH:33][CH:32]=1, predict the reactants needed to synthesize it. The reactants are: OC(C(F)(F)F)=O.[NH2:8][C@@H:9]([CH2:27][C:28]1[CH:33]=[CH:32][C:31]([O:34][CH3:35])=[CH:30][CH:29]=1)[C:10]([NH:12][C@@H:13]([CH2:20][C:21]1[CH:26]=[CH:25][CH:24]=[CH:23][CH:22]=1)[C:14]([C@@:16]1([CH3:19])[CH2:18][O:17]1)=[O:15])=[O:11].[C:36]([O:40][C:41]([NH:43][C@@H:44]([CH3:48])[C:45](O)=[O:46])=[O:42])([CH3:39])([CH3:38])[CH3:37].CN(C(ON1N=NC2C=CC=NC1=2)=[N+](C)C)C.F[P-](F)(F)(F)(F)F.CCN(C(C)C)C(C)C. (5) Given the product [F:1][C:2]1[C:7]2[N:8]3[C:25]([C:26]#[N:29])=[CH:24][CH:23]=[C:9]3[C:10]3([CH2:12][CH2:13][N:14]([C:17](=[O:22])[C:18]([F:19])([F:20])[F:21])[CH2:15][CH2:16]3)[O:11][C:6]=2[CH:5]=[CH:4][CH:3]=1, predict the reactants needed to synthesize it. The reactants are: [F:1][C:2]1[C:7]2[N:8]3[C:25]([CH:26]=O)=[CH:24][CH:23]=[C:9]3[C:10]3([CH2:16][CH2:15][N:14]([C:17](=[O:22])[C:18]([F:21])([F:20])[F:19])[CH2:13][CH2:12]3)[O:11][C:6]=2[CH:5]=[CH:4][CH:3]=1.Cl.[NH2:29]O.C([O-])(=O)C.[Na+].CC(OC(C)=O)=O.C([O-])(O)=O.[Na+]. (6) The reactants are: [C:1]([O:5][C:6]([N:8]([CH3:54])[C@@H:9]([CH3:53])[C:10]([NH:12][C@@H:13]([C:49]([CH3:52])([CH3:51])[CH3:50])[C:14]([N:16]1[C@H:25]([C:26]([N:28]([CH2:38][C:39]2[CH:48]=[CH:47][C:42]([C:43]([O:45]C)=[O:44])=[CH:41][CH:40]=2)[C@@H:29]([C:31]2[CH:36]=[CH:35][CH:34]=[CH:33][C:32]=2[Cl:37])[CH3:30])=[O:27])[CH2:24][C:23]2[C:18](=[CH:19][CH:20]=[CH:21][CH:22]=2)[CH2:17]1)=[O:15])=[O:11])=[O:7])([CH3:4])([CH3:3])[CH3:2].[Li+].[OH-].Cl. Given the product [C:1]([O:5][C:6]([N:8]([CH3:54])[C@@H:9]([CH3:53])[C:10]([NH:12][C@@H:13]([C:49]([CH3:52])([CH3:51])[CH3:50])[C:14]([N:16]1[C@H:25]([C:26]([N:28]([CH2:38][C:39]2[CH:40]=[CH:41][C:42]([C:43]([OH:45])=[O:44])=[CH:47][CH:48]=2)[C@@H:29]([C:31]2[CH:36]=[CH:35][CH:34]=[CH:33][C:32]=2[Cl:37])[CH3:30])=[O:27])[CH2:24][C:23]2[C:18](=[CH:19][CH:20]=[CH:21][CH:22]=2)[CH2:17]1)=[O:15])=[O:11])=[O:7])([CH3:4])([CH3:3])[CH3:2], predict the reactants needed to synthesize it. (7) Given the product [CH2:11]([O:12][C:6](=[NH:7])[C:5]1[CH:8]=[CH:9][C:2]([Br:1])=[CH:3][CH:4]=1)[CH3:10], predict the reactants needed to synthesize it. The reactants are: [Br:1][C:2]1[CH:9]=[CH:8][C:5]([C:6]#[N:7])=[CH:4][CH:3]=1.[CH3:10][CH2:11][OH:12]. (8) Given the product [C:1]([C:5]1[S:9][C:8](=[NH:10])[N:7]([CH2:18][C@H:19]2[CH2:23][CH2:22][CH2:21][O:20]2)[N:6]=1)([CH3:4])([CH3:2])[CH3:3], predict the reactants needed to synthesize it. The reactants are: [C:1]([C:5]1[S:9]/[C:8](=[N:10]\C(=O)OC(C)(C)C)/[N:7]([CH2:18][C@H:19]2[CH2:23][CH2:22][CH2:21][O:20]2)[N:6]=1)([CH3:4])([CH3:3])[CH3:2].FC(F)(F)C(O)=O. (9) Given the product [CH2:18]([O:20][C:21]1[CH:22]=[C:23]([CH:40]=[CH:41][CH:42]=1)[CH2:24][N:25]1[C:29]2=[N:30][CH:31]=[N:32][C:33]([N:34]3[CH2:35][CH2:36][N:37]([C:13]([C@H:10]4[CH2:9][CH2:8][C@H:7]([N:2]5[CH2:3][CH2:4][CH2:5][CH2:6]5)[CH2:12][CH2:11]4)=[O:15])[CH2:38][CH2:39]3)=[C:28]2[CH:27]=[N:26]1)[CH3:19], predict the reactants needed to synthesize it. The reactants are: Cl.[N:2]1([C@H:7]2[CH2:12][CH2:11][C@H:10]([C:13]([OH:15])=O)[CH2:9][CH2:8]2)[CH2:6][CH2:5][CH2:4][CH2:3]1.Cl.Cl.[CH2:18]([O:20][C:21]1[CH:22]=[C:23]([CH:40]=[CH:41][CH:42]=1)[CH2:24][N:25]1[C:29]2=[N:30][CH:31]=[N:32][C:33]([N:34]3[CH2:39][CH2:38][NH:37][CH2:36][CH2:35]3)=[C:28]2[CH:27]=[N:26]1)[CH3:19].ON1C2C=CC=CC=2N=N1.N=C=N.C(=O)([O-])[O-]. (10) The reactants are: [CH:1]1([C:4]([NH:6][NH:7][C:8]([CH:10]2[CH2:15][C:14]([CH3:29])([S:16]([C:19]3[CH:24]=[CH:23][CH:22]=[C:21]([C:25]([F:28])([F:27])[F:26])[CH:20]=3)(=[O:18])=[O:17])[CH2:13][CH2:12][O:11]2)=O)=[O:5])[CH2:3][CH2:2]1.O=P(Cl)(Cl)Cl. Given the product [CH:1]1([C:4]2[O:5][C:8]([CH:10]3[CH2:15][C:14]([CH3:29])([S:16]([C:19]4[CH:24]=[CH:23][CH:22]=[C:21]([C:25]([F:28])([F:26])[F:27])[CH:20]=4)(=[O:17])=[O:18])[CH2:13][CH2:12][O:11]3)=[N:7][N:6]=2)[CH2:3][CH2:2]1, predict the reactants needed to synthesize it.